This data is from Reaction yield outcomes from USPTO patents with 853,638 reactions. The task is: Predict the reaction yield, written as a fraction of the theoretical maximum amount of product (1.0 means a 100% yield; for example, 0.34 means a 34% yield). (1) The reactants are N1C2C(=CC=CC=2)C=C1C(N)=O.[C:13]1(=[O:20])[CH2:18][CH2:17][CH2:16][C:15](=O)[CH2:14]1.[C:21]1([NH:27][NH2:28])[CH:26]=[CH:25][CH:24]=[CH:23][CH:22]=1.NN. The catalyst is O.C(O)C. The product is [C:21]1([NH:27][N:28]=[C:18]2[C:13](=[O:20])[CH2:14][CH2:15][CH2:16][CH2:17]2)[CH:26]=[CH:25][CH:24]=[CH:23][CH:22]=1. The yield is 0.833. (2) The reactants are [C:1]([C:3]1[C:4]([O:24]C)=[C:5]([NH:17][C:18](=[O:23])[C:19]([CH3:22])([CH3:21])[CH3:20])[C:6]([F:16])=[C:7]([C:10]2[CH:15]=[CH:14][CH:13]=[CH:12][CH:11]=2)[C:8]=1[CH3:9])#[N:2].O.C(=O)([O-])O.[Na+]. The catalyst is ClCCl. The product is [C:1]([C:3]1[C:4]([OH:24])=[C:5]([NH:17][C:18](=[O:23])[C:19]([CH3:20])([CH3:21])[CH3:22])[C:6]([F:16])=[C:7]([C:10]2[CH:15]=[CH:14][CH:13]=[CH:12][CH:11]=2)[C:8]=1[CH3:9])#[N:2]. The yield is 0.650. (3) The reactants are [F:1][C:2]1[CH:7]=[CH:6][C:5]([CH2:8][N:9]([CH3:23])[CH:10]2[CH2:15][CH2:14][N:13](C(OC(C)(C)C)=O)[CH2:12][CH2:11]2)=[C:4]([C:24]([F:27])([F:26])[F:25])[CH:3]=1.FC(F)(F)C(O)=O. No catalyst specified. The product is [F:1][C:2]1[CH:7]=[CH:6][C:5]([CH2:8][N:9]([CH3:23])[CH:10]2[CH2:11][CH2:12][NH:13][CH2:14][CH2:15]2)=[C:4]([C:24]([F:27])([F:25])[F:26])[CH:3]=1. The yield is 0.880. (4) The reactants are [CH3:1][C:2]1[C:6]2[C:7](=[O:19])[N:8]([CH2:11][CH2:12][N:13]3[CH2:18][CH2:17][CH2:16][CH2:15][CH2:14]3)[CH2:9][CH2:10][C:5]=2[NH:4][C:3]=1[CH:20]=O.[F:22][C:23]1[CH:24]=[C:25]2[C:29](=[CH:30][CH:31]=1)[NH:28][C:27](=[O:32])[CH2:26]2.N1CCCCC1. The catalyst is C(O)C. The product is [F:22][C:23]1[CH:24]=[C:25]2[C:29](=[CH:30][CH:31]=1)[NH:28][C:27](=[O:32])[C:26]2=[CH:20][C:3]1[NH:4][C:5]2[CH2:10][CH2:9][N:8]([CH2:11][CH2:12][N:13]3[CH2:14][CH2:15][CH2:16][CH2:17][CH2:18]3)[C:7](=[O:19])[C:6]=2[C:2]=1[CH3:1]. The yield is 0.380. (5) The reactants are [Br:1][C:2]1[C:7]([O:8][CH3:9])=[CH:6][C:5]([CH:10]([OH:12])[CH3:11])=[CH:4][C:3]=1[O:13][CH3:14]. The catalyst is C(Cl)Cl.O=[Mn]=O. The product is [Br:1][C:2]1[C:7]([O:8][CH3:9])=[CH:6][C:5]([C:10](=[O:12])[CH3:11])=[CH:4][C:3]=1[O:13][CH3:14]. The yield is 0.970.